Task: Predict the reaction yield, written as a fraction of the theoretical maximum amount of product (1.0 means a 100% yield; for example, 0.34 means a 34% yield).. Dataset: Reaction yield outcomes from USPTO patents with 853,638 reactions (1) The reactants are [NH2:1][C:2]1[C:7]([I:8])=[CH:6][N:5]=[C:4]([Cl:9])[CH:3]=1.C(N(CC)CC)C.[CH3:17][S:18](Cl)(=[O:20])=[O:19]. The catalyst is ClCCl. The product is [Cl:9][C:4]1[CH:3]=[C:2]([N:1]([S:18]([CH3:17])(=[O:20])=[O:19])[S:18]([CH3:17])(=[O:20])=[O:19])[C:7]([I:8])=[CH:6][N:5]=1. The yield is 0.720. (2) The reactants are [Cl:1][CH:2]([CH2:7][C:8]1[CH:13]=[CH:12][C:11]([N+:14]([O-])=O)=[CH:10][C:9]=1[N+:17]([O-])=O)[C:3](OC)=[O:4]. The catalyst is C(O)(=O)C.O.C(OCC)(=O)C.[Fe]. The product is [NH2:14][C:11]1[CH:10]=[C:9]2[C:8]([CH2:7][CH:2]([Cl:1])[C:3](=[O:4])[NH:17]2)=[CH:13][CH:12]=1. The yield is 0.400. (3) The reactants are [Br:1][C:2]1[CH:3]=[C:4]2[C:8](=[CH:9][C:10]=1[CH3:11])[NH:7][N:6]=[CH:5]2.[F:12][C:13]1[CH:18]=[CH:17][C:16](I)=[CH:15][CH:14]=1.P([O-])([O-])([O-])=O.[K+].[K+].[K+].C(N)CN. The catalyst is C1(C)C=CC=CC=1.[Cu](I)I.C(OCC)(=O)C.O. The product is [Br:1][C:2]1[CH:3]=[C:4]2[C:8](=[CH:9][C:10]=1[CH3:11])[N:7]([C:16]1[CH:17]=[CH:18][C:13]([F:12])=[CH:14][CH:15]=1)[N:6]=[CH:5]2. The yield is 0.440. (4) The reactants are [NH2:1][C:2]1[CH:3]=[CH:4][C:5]([O:18][CH3:19])=[C:6]([NH:8][C:9]([NH:11][C:12]2[CH:17]=[N:16][CH:15]=[CH:14][N:13]=2)=[O:10])[CH:7]=1.[C:20]1(=[O:26])[O:25][C:23](=[O:24])[CH2:22][CH2:21]1. The catalyst is N1C=CC=CC=1. The product is [CH3:19][O:18][C:5]1[CH:4]=[CH:3][C:2]([NH:1][C:20](=[O:26])[CH2:21][CH2:22][C:23]([OH:25])=[O:24])=[CH:7][C:6]=1[NH:8][C:9]([NH:11][C:12]1[CH:17]=[N:16][CH:15]=[CH:14][N:13]=1)=[O:10]. The yield is 0.500.